The task is: Regression/Classification. Given a drug SMILES string, predict its absorption, distribution, metabolism, or excretion properties. Task type varies by dataset: regression for continuous measurements (e.g., permeability, clearance, half-life) or binary classification for categorical outcomes (e.g., BBB penetration, CYP inhibition). Dataset: bioavailability_ma.. This data is from Oral bioavailability binary classification data from Ma et al.. (1) The molecule is CCOC(=O)[N-]c1c[n+](N2CCOCC2)no1. The result is 1 (high bioavailability). (2) The compound is C[N+]1(CC2CC2)[C@H]2C[C@H](OC(=O)[C@H](CO)c3ccccc3)C[C@@H]1[C@H]1O[C@@H]21. The result is 0 (low bioavailability). (3) The compound is CCCCNc1cc(C(=O)O)cc(S(N)(=O)=O)c1Oc1ccccc1. The result is 1 (high bioavailability). (4) The result is 1 (high bioavailability). The molecule is Cc1nccn1CC1CCc2c(c3ccccc3n2C)C1=O. (5) The molecule is OC(CNCC(O)C1CCc2cc(F)ccc2O1)C1CCc2cc(F)ccc2O1. The result is 1 (high bioavailability).